Task: Predict the product of the given reaction.. Dataset: Forward reaction prediction with 1.9M reactions from USPTO patents (1976-2016) Given the reactants [N:1]1[C:6]2[NH:7][C:8]3[C:13]([C:5]=2[C:4]([C:14]2[CH:15]=[C:16]([NH:20][CH2:21][CH2:22][NH:23][C:24](=[O:30])[O:25][C:26]([CH3:29])([CH3:28])[CH3:27])[CH:17]=[CH:18][CH:19]=2)=[CH:3][CH:2]=1)=[CH:12][CH:11]=[CH:10][CH:9]=3.Br[C:32]1C2C3C(=CC=CC=3)NC=2N=CC=1.C(=O)([O-])[O-].[Na+].[Na+], predict the reaction product. The product is: [N:1]1[C:6]2[NH:7][C:8]3[C:13]([C:5]=2[C:4]([C:14]2[CH:15]=[C:16]([NH:20][CH:21]([CH3:32])[CH2:22][NH:23][C:24](=[O:30])[O:25][C:26]([CH3:27])([CH3:29])[CH3:28])[CH:17]=[CH:18][CH:19]=2)=[CH:3][CH:2]=1)=[CH:12][CH:11]=[CH:10][CH:9]=3.